Dataset: Forward reaction prediction with 1.9M reactions from USPTO patents (1976-2016). Task: Predict the product of the given reaction. (1) Given the reactants [Cl:1][CH2:2][CH2:3][CH2:4][C:5](Cl)=[O:6].[C:8]1([CH2:14][C:15]([NH:17][NH2:18])=[O:16])[CH:13]=[CH:12][CH:11]=[CH:10][CH:9]=1.CCN(C(C)C)C(C)C.Cl, predict the reaction product. The product is: [Cl:1][CH2:2][CH2:3][CH2:4][C:5]([NH:18][NH:17][C:15](=[O:16])[CH2:14][C:8]1[CH:9]=[CH:10][CH:11]=[CH:12][CH:13]=1)=[O:6]. (2) Given the reactants [CH2:1]([C:5]1[N:6]=[C:7]([CH3:27])[NH:8][C:9](=[O:26])[C:10]=1[CH2:11][C:12]1[CH:17]=[CH:16][C:15]([C:18]2[C:19]([C:24]#[N:25])=[CH:20][CH:21]=[CH:22][CH:23]=2)=[CH:14][CH:13]=1)[CH2:2][CH2:3][CH3:4].[S:28]1[CH:32]=[CH:31][C:30](B(O)O)=[CH:29]1.C(N(CC)CC)C.N1C=CC=CC=1, predict the reaction product. The product is: [CH2:1]([C:5]1[N:6]=[C:7]([CH3:27])[N:8]([C:30]2[CH:31]=[CH:32][S:28][CH:29]=2)[C:9](=[O:26])[C:10]=1[CH2:11][C:12]1[CH:17]=[CH:16][C:15]([C:18]2[C:19]([C:24]#[N:25])=[CH:20][CH:21]=[CH:22][CH:23]=2)=[CH:14][CH:13]=1)[CH2:2][CH2:3][CH3:4]. (3) Given the reactants [CH:1]1([C:7]2[CH:16]=[CH:15][C:14]3[C:9](=[CH:10][CH:11]=[CH:12][CH:13]=3)[N:8]=2)[CH2:6][CH2:5][CH2:4][CH2:3][CH2:2]1.C([BH3-])#N.[Na+].[OH-].[Na+], predict the reaction product. The product is: [CH:1]1([CH:7]2[CH2:16][CH2:15][C:14]3[C:9](=[CH:10][CH:11]=[CH:12][CH:13]=3)[NH:8]2)[CH2:2][CH2:3][CH2:4][CH2:5][CH2:6]1. (4) The product is: [CH2:26]([O:25][CH2:24][CH2:23][N:22]([CH2:21][CH2:20][O:19][CH2:1][CH2:2][CH2:3][CH2:4][CH2:5][CH2:6][CH2:7][CH2:8]/[CH:9]=[CH:10]\[CH2:11][CH2:12][CH2:13][CH2:14][CH2:15][CH2:16][CH2:17][CH3:18])[CH2:46][CH2:45][C:44]([O:48][CH2:49][CH3:50])=[O:47])[CH2:27][CH2:28][CH2:29][CH2:30][CH2:31][CH2:32][CH2:33]/[CH:34]=[CH:35]\[CH2:36][CH2:37][CH2:38][CH2:39][CH2:40][CH2:41][CH2:42][CH3:43]. Given the reactants [CH2:1]([O:19][CH2:20][CH2:21][NH:22][CH2:23][CH2:24][O:25][CH2:26][CH2:27][CH2:28][CH2:29][CH2:30][CH2:31][CH2:32][CH2:33]/[CH:34]=[CH:35]\[CH2:36][CH2:37][CH2:38][CH2:39][CH2:40][CH2:41][CH2:42][CH3:43])[CH2:2][CH2:3][CH2:4][CH2:5][CH2:6][CH2:7][CH2:8]/[CH:9]=[CH:10]\[CH2:11][CH2:12][CH2:13][CH2:14][CH2:15][CH2:16][CH2:17][CH3:18].[C:44]([O:48][CH2:49][CH3:50])(=[O:47])[CH:45]=[CH2:46].[O-]CC.[Na+], predict the reaction product. (5) Given the reactants [CH2:1]([O:3][C:4](=[O:21])[CH2:5][CH2:6][C:7]([C:9]1[CH2:14][CH2:13][CH2:12][CH2:11][C:10]=1[N:15]1[CH2:20][CH2:19][O:18][CH2:17][CH2:16]1)=O)[CH3:2].Cl.NC(C(OCC)=O)C(OCC)=[O:26].C([O-])(=O)C.[Na+].C(O)(=O)C, predict the reaction product. The product is: [CH2:19]([O:18][C:17]([C:16]1[NH:15][C:10]2[CH2:11][CH2:12][CH2:13][CH2:14][C:9]=2[C:7]=1[CH2:6][CH2:5][C:4]([O:3][CH2:1][CH3:2])=[O:21])=[O:26])[CH3:20]. (6) Given the reactants [F:1][C:2]([F:16])([F:15])[C:3]1[CH:4]=[C:5]([CH:8]=[C:9]([C:11]([F:14])([F:13])[F:12])[CH:10]=1)[CH2:6][NH2:7].[C:17]([O:21][C:22]([N:24]1[CH2:30][CH2:29][CH2:28][C:27](=O)[C:26]2[CH:32]=[CH:33][C:34]([Cl:36])=[CH:35][C:25]1=2)=[O:23])([CH3:20])([CH3:19])[CH3:18].[BH4-].[Na+], predict the reaction product. The product is: [C:17]([O:21][C:22]([N:24]1[CH2:30][CH2:29][CH2:28][CH:27]([NH:7][CH2:6][C:5]2[CH:4]=[C:3]([C:2]([F:15])([F:16])[F:1])[CH:10]=[C:9]([C:11]([F:14])([F:12])[F:13])[CH:8]=2)[C:26]2[CH:32]=[CH:33][C:34]([Cl:36])=[CH:35][C:25]1=2)=[O:23])([CH3:20])([CH3:18])[CH3:19]. (7) The product is: [Cl:1][C:2]1[CH:7]=[CH:6][C:5]([C@H:8]2[C@H:13]([OH:14])[C@@H:12]([OH:15])[C@H:11]([OH:16])[C:10](=[CH2:17])[O:9]2)=[CH:4][C:3]=1[CH2:19][C:20]1[CH:21]=[CH:22][C:23]([O:26][CH2:27][CH3:28])=[CH:24][CH:25]=1. Given the reactants [Cl:1][C:2]1[CH:7]=[CH:6][C:5]([C@H:8]2[C@H:13]([OH:14])[C@@H:12]([OH:15])[C@H:11]([OH:16])[C@@H:10]([CH2:17]I)[O:9]2)=[CH:4][C:3]=1[CH2:19][C:20]1[CH:25]=[CH:24][C:23]([O:26][CH2:27][CH3:28])=[CH:22][CH:21]=1.C[O-].[Na+], predict the reaction product. (8) Given the reactants [N:1]1[N:2]2[CH2:10][CH2:9][CH2:8][C:3]2=[CH:4][C:5]=1[CH2:6][OH:7], predict the reaction product. The product is: [N:1]1[N:2]2[CH2:10][CH2:9][CH2:8][C:3]2=[CH:4][C:5]=1[CH:6]=[O:7].